From a dataset of HIV replication inhibition screening data with 41,000+ compounds from the AIDS Antiviral Screen. Binary Classification. Given a drug SMILES string, predict its activity (active/inactive) in a high-throughput screening assay against a specified biological target. (1) The result is 0 (inactive). The drug is O=C1OCCSCCOCCSCCOC(=O)c2cccc1n2. (2) The compound is Nc1ncnc2oc(C3OC(COC(=O)c4ccccc4)C(OC(=O)c4ccccc4)C3OC(=O)c3ccccc3)nc12. The result is 0 (inactive). (3) The molecule is CCOC(=O)c1[nH]c2nc(SC)nc(Nc3ccccc3Cl)c2c1N. The result is 0 (inactive).